From a dataset of Full USPTO retrosynthesis dataset with 1.9M reactions from patents (1976-2016). Predict the reactants needed to synthesize the given product. Given the product [F:1][CH:2]([F:5])[CH2:3][O:4][C:7]1[CH:17]=[C:16]([NH:18][CH3:19])[C:15]([N+:20]([O-:22])=[O:21])=[CH:14][C:8]=1[C:9]([O:11][CH2:12][CH3:13])=[O:10], predict the reactants needed to synthesize it. The reactants are: [F:1][CH:2]([F:5])[CH2:3][OH:4].F[C:7]1[CH:17]=[C:16]([NH:18][CH3:19])[C:15]([N+:20]([O-:22])=[O:21])=[CH:14][C:8]=1[C:9]([O:11][CH2:12][CH3:13])=[O:10].[H-].[Na+].C(O)(C(F)(F)F)=O.